From a dataset of Reaction yield outcomes from USPTO patents with 853,638 reactions. Predict the reaction yield, written as a fraction of the theoretical maximum amount of product (1.0 means a 100% yield; for example, 0.34 means a 34% yield). (1) The reactants are [CH:1]1([C:7]([N:9]2[CH2:15][C:14]3[CH:16]=[CH:17][C:18]([C:20]([O:22]C)=O)=[CH:19][C:13]=3[O:12][CH2:11][CH2:10]2)=[O:8])[CH2:6][CH2:5][CH2:4][CH2:3][CH2:2]1.[NH2:24][OH:25].[OH-].[Na+]. The catalyst is C1COCC1.CO. The product is [CH:1]1([C:7]([N:9]2[CH2:15][C:14]3[CH:16]=[CH:17][C:18]([C:20]([NH:24][OH:25])=[O:22])=[CH:19][C:13]=3[O:12][CH2:11][CH2:10]2)=[O:8])[CH2:6][CH2:5][CH2:4][CH2:3][CH2:2]1. The yield is 0.300. (2) The reactants are [Cl:1][C:2]1[N:6]2[CH:7]=[C:8]([C:15]3[CH:19]=[CH:18][O:17][CH:16]=3)[CH:9]=[C:10]([C:11]([F:14])([F:13])[F:12])[C:5]2=[N:4][C:3]=1[C:20]([OH:22])=O.[CH3:23][C@@H:24]1[O:28][C:27](=[O:29])[N:26]([CH:30]2[CH2:35][CH2:34][NH:33][CH2:32][CH2:31]2)[C:25]1=[O:36].C(N(CC)C(C)C)(C)C.CN(C(ON1N=NC2C=CC=NC1=2)=[N+](C)C)C.F[P-](F)(F)(F)(F)F. The catalyst is CN(C=O)C.CCOC(C)=O. The product is [Cl:1][C:2]1[N:6]2[CH:7]=[C:8]([C:15]3[CH:19]=[CH:18][O:17][CH:16]=3)[CH:9]=[C:10]([C:11]([F:12])([F:13])[F:14])[C:5]2=[N:4][C:3]=1[C:20]([N:33]1[CH2:32][CH2:31][CH:30]([N:26]2[C:25](=[O:36])[C@H:24]([CH3:23])[O:28][C:27]2=[O:29])[CH2:35][CH2:34]1)=[O:22]. The yield is 0.890.